Predict which catalyst facilitates the given reaction. From a dataset of Catalyst prediction with 721,799 reactions and 888 catalyst types from USPTO. (1) Reactant: [Cl:1][C:2]1[CH:3]=[CH:4][C:5]2[N:11]3[C:12]([C:15]([F:18])([CH3:17])[CH3:16])=[N:13][N:14]=[C:10]3[C@@H:9]([CH2:19][C:20]([O:22][CH2:23][CH3:24])=[O:21])[O:8][C@H:7]([C:25]3[CH:30]=[CH:29][CH:28]=[C:27]([O:31][CH3:32])[C:26]=3[Cl:33])[C:6]=2[CH:34]=1.CCCCCC. Product: [Cl:1][C:2]1[CH:3]=[CH:4][C:5]2[N:11]3[C:12]([C:15]([F:18])([CH3:17])[CH3:16])=[N:13][N:14]=[C:10]3[C@@H:9]([CH2:19][C:20]([O:22][CH2:23][CH3:24])=[O:21])[O:8][C@H:7]([C:25]3[CH:30]=[CH:29][CH:28]=[C:27]([O:31][CH3:32])[C:26]=3[Cl:33])[C:6]=2[CH:34]=1.[Cl:1][C:2]1[CH:3]=[CH:4][C:5]2[N:11]3[C:12]([C:15]([F:18])([CH3:17])[CH3:16])=[N:13][N:14]=[C:10]3[C@H:9]([CH2:19][C:20]([O:22][CH2:23][CH3:24])=[O:21])[O:8][C@@H:7]([C:25]3[CH:30]=[CH:29][CH:28]=[C:27]([O:31][CH3:32])[C:26]=3[Cl:33])[C:6]=2[CH:34]=1. The catalyst class is: 32. (2) Reactant: [C:1]([C:3]1[CH:4]=[C:5]([NH:10][C:11]2[C:20]3[C:15](=[CH:16][C:17]([O:22][CH3:23])=[C:18]([OH:21])[CH:19]=3)[N:14]=[CH:13][N:12]=2)[CH:6]=[CH:7][C:8]=1[F:9])#[CH:2].Cl[CH2:25][CH2:26][CH2:27][N:28]1[CH2:33][CH2:32][CH:31]2[CH2:34][O:35][CH2:36][CH:30]2[CH2:29]1.C([O-])([O-])=O.[K+].[K+].C(Cl)Cl. Product: [C:1]([C:3]1[CH:4]=[C:5]([NH:10][C:11]2[C:20]3[C:15](=[CH:16][C:17]([O:22][CH3:23])=[C:18]([O:21][CH2:25][CH2:26][CH2:27][N:28]4[CH2:33][CH2:32][CH:31]5[CH2:34][O:35][CH2:36][CH:30]5[CH2:29]4)[CH:19]=3)[N:14]=[CH:13][N:12]=2)[CH:6]=[CH:7][C:8]=1[F:9])#[CH:2]. The catalyst class is: 3. (3) Reactant: [C:1]1([C:6]2[NH:7][C:8]3[CH:9]=[CH:10][CH:11]=[C:12]([OH:15])[C:13]=3[CH:14]=2)[CH2:5][CH2:4][CH2:3][CH:2]=1.C(=O)([O-])[O-].[Cs+].[Cs+].Cl.Cl[CH2:24][CH2:25][N:26]1[CH2:31][CH2:30][O:29][CH2:28][CH2:27]1.[Na+].[I-]. Product: [C:1]1([C:6]2[NH:7][C:8]3[C:13]([CH:14]=2)=[C:12]([O:15][CH2:24][CH2:25][N:26]2[CH2:31][CH2:30][O:29][CH2:28][CH2:27]2)[CH:11]=[CH:10][CH:9]=3)[CH2:5][CH2:4][CH2:3][CH:2]=1. The catalyst class is: 23. (4) Reactant: [CH3:1][O:2][C:3]([C@@H:5]([N:13]1[CH2:21][C:17]2[CH:18]=[CH:19][S:20][C:16]=2[CH2:15][CH2:14]1)[C:6]1[CH:7]=[CH:8][CH:9]=[CH:10][C:11]=1[Cl:12])=[O:4].[S:22](=[O:26])(=[O:25])([OH:24])[OH:23]. Product: [CH3:1][O:2][C:3]([C@@H:5]([N:13]1[CH2:21][C:17]2[CH:18]=[CH:19][S:20][C:16]=2[CH2:15][CH2:14]1)[C:6]1[C:11]([Cl:12])=[CH:10][CH:9]=[CH:8][CH:7]=1)=[O:4].[OH:25][S:22]([OH:26])(=[O:24])=[O:23]. The catalyst class is: 237. (5) Reactant: [NH2:1][C:2]1[CH:7]=[C:6]([CH3:8])[CH:5]=[CH:4][C:3]=1[S:9][CH2:10][C:11]1[CH:20]=[CH:19][CH:18]=[CH:17][C:12]=1[C:13]([O:15][CH3:16])=[O:14].[O:21]1[C:25]2[CH:26]=[CH:27][CH:28]=[CH:29][C:24]=2[CH:23]=[C:22]1[S:30](Cl)(=[O:32])=[O:31]. Product: [O:21]1[C:25]2[CH:26]=[CH:27][CH:28]=[CH:29][C:24]=2[CH:23]=[C:22]1[S:30]([NH:1][C:2]1[CH:7]=[C:6]([CH3:8])[CH:5]=[CH:4][C:3]=1[S:9][CH2:10][C:11]1[CH:20]=[CH:19][CH:18]=[CH:17][C:12]=1[C:13]([O:15][CH3:16])=[O:14])(=[O:32])=[O:31]. The catalyst class is: 17. (6) Reactant: CO[C:3](=[O:18])[C:4]([C:8](=[O:17])[C:9]1[CH:14]=[CH:13][C:12]([CH3:15])=[C:11]([CH3:16])[CH:10]=1)=[CH:5]OC.[CH3:19][C:20]1[CH:25]=[CH:24][N:23]=[CH:22][C:21]=1[NH2:26]. Product: [CH3:16][C:11]1[CH:10]=[C:9]([CH:14]=[CH:13][C:12]=1[CH3:15])[C:8]([C:4]1[C:3](=[O:18])[C:22]2[C:21](=[C:20]([CH3:19])[CH:25]=[CH:24][N:23]=2)[NH:26][CH:5]=1)=[O:17]. The catalyst class is: 400.